Dataset: Catalyst prediction with 721,799 reactions and 888 catalyst types from USPTO. Task: Predict which catalyst facilitates the given reaction. (1) The catalyst class is: 4. Product: [C:1]([CH:3]=[C:4]([C:6]1[CH:15]=[CH:14][C:9]([C:10]([O:12][CH3:13])=[O:11])=[CH:8][CH:7]=1)[O:5][S:22]([C:19]1[CH:20]=[CH:21][C:16]([CH3:26])=[CH:17][CH:18]=1)(=[O:24])=[O:23])#[N:2]. Reactant: [C:1]([CH2:3][C:4]([C:6]1[CH:15]=[CH:14][C:9]([C:10]([O:12][CH3:13])=[O:11])=[CH:8][CH:7]=1)=[O:5])#[N:2].[C:16]1([CH3:26])[CH:21]=[CH:20][C:19]([S:22](Cl)(=[O:24])=[O:23])=[CH:18][CH:17]=1.C(N(CC)CC)C. (2) Reactant: [C:1]1([CH3:17])[CH:6]=[CH:5][CH:4]=[C:3]([O:7][C:8]2[CH:9]=[C:10]([CH:14]=[CH:15][CH:16]=2)C(O)=O)[CH:2]=1.Cl.[Cl:19][C:20]1[CH:21]=[C:22]2[C:26](=[CH:27][CH:28]=1)[NH:25][CH:24]=[C:23]2[CH2:29][CH2:30][NH2:31].CN([C:35]([O:39]N1N=NC2C=CC=NC1=2)=[N+](C)C)C.F[P-](F)(F)(F)(F)F.C(N(CC)C(C)C)(C)C. Product: [Cl:19][C:20]1[CH:21]=[C:22]2[C:26](=[CH:27][CH:28]=1)[NH:25][CH:24]=[C:23]2[CH2:29][CH2:30][NH:31][C:35](=[O:39])[C:14]1[CH:15]=[CH:16][C:8]([O:7][C:3]2[CH:2]=[C:1]([CH3:17])[CH:6]=[CH:5][CH:4]=2)=[CH:9][CH:10]=1. The catalyst class is: 3. (3) Reactant: C(O[BH-](OC(=O)C)OC(=O)C)(=O)C.[Na+].[NH:15]1[C:23]2[C:18](=[N:19][CH:20]=[CH:21][CH:22]=2)[C:17]([CH:24]2[CH2:29][CH2:28][C:27](=O)[CH2:26][CH2:25]2)=[CH:16]1.[NH:31]1[CH2:35][CH2:34][CH2:33][CH2:32]1. Product: [N:31]1([CH:27]2[CH2:28][CH2:29][CH:24]([C:17]3[C:18]4=[N:19][CH:20]=[CH:21][CH:22]=[C:23]4[NH:15][CH:16]=3)[CH2:25][CH2:26]2)[CH2:35][CH2:34][CH2:33][CH2:32]1. The catalyst class is: 8.